Dataset: NCI-60 drug combinations with 297,098 pairs across 59 cell lines. Task: Regression. Given two drug SMILES strings and cell line genomic features, predict the synergy score measuring deviation from expected non-interaction effect. (1) Drug 1: C1=C(C(=O)NC(=O)N1)N(CCCl)CCCl. Drug 2: CCCCCOC(=O)NC1=NC(=O)N(C=C1F)C2C(C(C(O2)C)O)O. Cell line: SF-295. Synergy scores: CSS=42.7, Synergy_ZIP=0.487, Synergy_Bliss=1.31, Synergy_Loewe=-11.1, Synergy_HSA=2.02. (2) Drug 1: C1CCC(C1)C(CC#N)N2C=C(C=N2)C3=C4C=CNC4=NC=N3. Drug 2: CC12CCC3C(C1CCC2O)C(CC4=C3C=CC(=C4)O)CCCCCCCCCS(=O)CCCC(C(F)(F)F)(F)F. Cell line: HCT116. Synergy scores: CSS=4.61, Synergy_ZIP=-0.0824, Synergy_Bliss=4.04, Synergy_Loewe=0.388, Synergy_HSA=2.02.